The task is: Predict the reactants needed to synthesize the given product.. This data is from Full USPTO retrosynthesis dataset with 1.9M reactions from patents (1976-2016). (1) Given the product [C:10]([O:17][C@@H:14]1[C@@H:13]([O:18][C:15](=[O:16])[CH3:14])[C@H:12]([C:19]2[CH:24]=[CH:23][C:22]([Cl:25])=[C:21]([CH2:26][C:27]3[CH:32]=[CH:31][C:30]([O:33][CH2:34][CH3:35])=[CH:29][CH:28]=3)[CH:20]=2)[O:11][C@H:10]([CH2:9][S:8][C:6]2[CH:7]=[C:2]([NH2:1])[CH:3]=[CH:4][C:5]=2[F:36])[C@H:15]1[O:16][C:13](=[O:18])[CH3:12])(=[O:11])[CH3:9], predict the reactants needed to synthesize it. The reactants are: [NH2:1][C:2]1[CH:3]=[CH:4][C:5]([F:36])=[C:6]([S:8][CH2:9][C@@H:10]2[C@@H:15]([OH:16])[C@H:14]([OH:17])[C@@H:13]([OH:18])[C@H:12]([C:19]3[CH:24]=[CH:23][C:22]([Cl:25])=[C:21]([CH2:26][C:27]4[CH:32]=[CH:31][C:30]([O:33][CH2:34][CH3:35])=[CH:29][CH:28]=4)[CH:20]=3)[O:11]2)[CH:7]=1.Cl. (2) Given the product [Cl:1][C:2]1[CH:10]=[CH:9][C:8]([Cl:11])=[C:7]2[C:3]=1[C:4]1([C:20]3=[CH:21][C:22]4[O:26][CH2:25][O:24][C:23]=4[CH:27]=[C:28]3[O:19][CH2:18]1)[C:5](=[O:17])[N:6]2[CH2:12][CH2:13][CH2:14][CH2:15][CH3:16], predict the reactants needed to synthesize it. The reactants are: [Cl:1][C:2]1[CH:10]=[CH:9][C:8]([Cl:11])=[C:7]2[C:3]=1[C:4]([C:20]1[C:28](O)=[CH:27][C:23]3[O:24][CH2:25][O:26][C:22]=3[CH:21]=1)([CH2:18][OH:19])[C:5](=[O:17])[N:6]2[CH2:12][CH2:13][CH2:14][CH2:15][CH3:16].C1(P(C2C=CC=CC=2)C2C=CC=CC=2)C=CC=CC=1.N(C(OC(C)C)=O)=NC(OC(C)C)=O.